This data is from Full USPTO retrosynthesis dataset with 1.9M reactions from patents (1976-2016). The task is: Predict the reactants needed to synthesize the given product. (1) Given the product [CH3:39][C:2]1([CH3:1])[C:11]2[C:6](=[CH:7][C:8]([NH:12][C:13](=[O:31])[C:14]3[CH:19]=[CH:18][CH:17]=[CH:16][C:15]=3[NH:20][CH:21]([C:23]3[CH:28]=[CH:27][N:26]=[C:25]([NH:29][CH3:30])[N:24]=3)[CH3:22])=[CH:9][CH:10]=2)[CH2:5][NH:4][CH2:3]1, predict the reactants needed to synthesize it. The reactants are: [CH3:1][C:2]1([CH3:39])[C:11]2[C:6](=[CH:7][C:8]([NH:12][C:13](=[O:31])[C:14]3[CH:19]=[CH:18][CH:17]=[CH:16][C:15]=3[NH:20][CH:21]([C:23]3[CH:28]=[CH:27][N:26]=[C:25]([NH:29][CH3:30])[N:24]=3)[CH3:22])=[CH:9][CH:10]=2)[CH2:5][N:4](C(OC(C)(C)C)=O)[CH2:3]1.C(O)(C(F)(F)F)=O. (2) Given the product [C:34]([N:31]1[C:32]2[C:28](=[CH:27][CH:26]=[C:25]([N:11]([CH:12]3[CH2:13][CH2:14][N:15]([CH2:18][C:19]4[CH:20]=[CH:21][CH:22]=[CH:23][CH:24]=4)[CH2:16][CH2:17]3)[C:10](=[O:37])/[CH:9]=[CH:59]/[CH:58]=[CH:57]/[C:51]3[CH:52]=[CH:53][CH:54]=[CH:55][CH:56]=3)[CH:33]=2)[CH2:29][CH2:30]1)(=[O:36])[CH3:35], predict the reactants needed to synthesize it. The reactants are: C(OP([CH2:9][C:10](=[O:37])[N:11]([C:25]1[CH:33]=[C:32]2[C:28]([CH2:29][CH2:30][N:31]2[C:34](=[O:36])[CH3:35])=[CH:27][CH:26]=1)[CH:12]1[CH2:17][CH2:16][N:15]([CH2:18][C:19]2[CH:24]=[CH:23][CH:22]=[CH:21][CH:20]=2)[CH2:14][CH2:13]1)(=O)OCC)C.[Li+].[Cl-].N12CCCN=C1CCCCC2.[C:51]1([CH:57]=[CH:58][CH:59]=O)[CH:56]=[CH:55][CH:54]=[CH:53][CH:52]=1. (3) Given the product [Br:1][C:2]1[CH:3]=[CH:4][C:5]([O:6][CH2:7][C@@:8]2([CH3:12])[CH2:9][O:10][C:15]([CH3:20])([CH3:16])[O:11]2)=[CH:13][CH:14]=1, predict the reactants needed to synthesize it. The reactants are: [Br:1][C:2]1[CH:14]=[CH:13][C:5]([O:6][CH2:7][C@:8]([CH3:12])([OH:11])[CH2:9][OH:10])=[CH:4][CH:3]=1.[C:15]1(C)[CH:20]=CC(S(O)(=O)=O)=C[CH:16]=1. (4) The reactants are: [C:1](N1C=CN=C1)(N1C=CN=C1)=[O:2].[C:13]([C:17]1[CH:21]=[C:20]([NH2:22])[N:19]([C:23]2[CH:28]=[CH:27][C:26]([CH3:29])=[CH:25][CH:24]=2)[N:18]=1)([CH3:16])([CH3:15])[CH3:14].[NH2:30][C:31]1[CH:36]=[C:35]([CH2:37][O:38][C:39]2[C:48]3[C:43](=[CH:44][CH:45]=[CH:46][CH:47]=3)[C:42]([NH2:49])=[CH:41][CH:40]=2)[CH:34]=[CH:33][N:32]=1. Given the product [NH2:30][C:31]1[CH:36]=[C:35]([CH2:37][O:38][C:39]2[C:48]3[C:43](=[CH:44][CH:45]=[CH:46][CH:47]=3)[C:42]([NH:49][C:1]([NH:22][C:20]3[N:19]([C:23]4[CH:24]=[CH:25][C:26]([CH3:29])=[CH:27][CH:28]=4)[N:18]=[C:17]([C:13]([CH3:16])([CH3:15])[CH3:14])[CH:21]=3)=[O:2])=[CH:41][CH:40]=2)[CH:34]=[CH:33][N:32]=1, predict the reactants needed to synthesize it. (5) Given the product [F:9][C:10]1[CH:15]=[C:14]([O:16][CH3:17])[C:13]([O:18][CH3:19])=[CH:12][C:11]=1[CH:20]([NH:36][C:37]1[CH:42]=[CH:41][C:40]([C:43]2[N:47]=[C:46]([CH3:48])[O:45][N:44]=2)=[CH:39][CH:38]=1)[C:21]1[NH:25][C:24](=[O:26])[N:23]([C:27]2[CH:35]=[CH:34][CH:33]=[CH:32][C:28]=2[C:29]([OH:31])=[O:30])[N:22]=1, predict the reactants needed to synthesize it. The reactants are: [B-]C#N.[Na+].C(O)(=O)C.[F:9][C:10]1[CH:15]=[C:14]([O:16][CH3:17])[C:13]([O:18][CH3:19])=[CH:12][C:11]=1[C:20](=[N:36][C:37]1[CH:42]=[CH:41][C:40]([C:43]2[N:47]=[C:46]([CH3:48])[O:45][N:44]=2)=[CH:39][CH:38]=1)[C:21]1[NH:25][C:24](=[O:26])[N:23]([C:27]2[CH:35]=[CH:34][CH:33]=[CH:32][C:28]=2[C:29]([OH:31])=[O:30])[N:22]=1.Cl. (6) The reactants are: [C:1]([C:3]1[CH:15]=[C:14]2[C:6]([C:7]3[C:8](=[O:25])[C:9]4[CH:21]=[CH:20][C:19]([C:22]([OH:24])=O)=[CH:18][C:10]=4[C:11]([CH3:17])([CH3:16])[C:12]=3[NH:13]2)=[CH:5][CH:4]=1)#[N:2].[NH2:26][O:27][CH2:28][CH2:29][OH:30]. Given the product [OH:30][CH2:29][CH2:28][O:27][NH:26][C:22]([C:19]1[CH:20]=[CH:21][C:9]2[C:8](=[O:25])[C:7]3[C:6]4[C:14](=[CH:15][C:3]([C:1]#[N:2])=[CH:4][CH:5]=4)[NH:13][C:12]=3[C:11]([CH3:16])([CH3:17])[C:10]=2[CH:18]=1)=[O:24], predict the reactants needed to synthesize it. (7) Given the product [CH3:1][C:2]1([CH3:17])[C:11]2[C:6](=[CH:7][C:8]([C:12]([F:15])([F:13])[F:14])=[CH:9][CH:10]=2)[C:5](=[O:16])[N:4]([C:19]2[CH:20]=[N:21][CH:22]=[CH:23][C:24]=2[CH3:25])[CH2:3]1, predict the reactants needed to synthesize it. The reactants are: [CH3:1][C:2]1([CH3:17])[C:11]2[C:6](=[CH:7][C:8]([C:12]([F:15])([F:14])[F:13])=[CH:9][CH:10]=2)[C:5](=[O:16])[NH:4][CH2:3]1.Br[C:19]1[CH:20]=[N:21][CH:22]=[CH:23][C:24]=1[CH3:25].P([O-])([O-])([O-])=O.[K+].[K+].[K+].